From a dataset of Reaction yield outcomes from USPTO patents with 853,638 reactions. Predict the reaction yield, written as a fraction of the theoretical maximum amount of product (1.0 means a 100% yield; for example, 0.34 means a 34% yield). (1) The reactants are C1C=C(Cl)C=C(C(OO)=[O:9])C=1.[CH2:12]([N:16]([C:29]1[CH:34]=[CH:33][CH:32]=[CH:31][CH:30]=1)[S:17]([C:20]1[CH:25]=[CH:24][CH:23]=[CH:22][C:21]=1[N+:26]([O-:28])=[O:27])(=[O:19])=[O:18])[CH2:13][CH:14]=[CH2:15]. The catalyst is C(Cl)(Cl)Cl.O.C([O-])(O)=O.[Na+]. The product is [N+:26]([C:21]1[CH:22]=[CH:23][CH:24]=[CH:25][C:20]=1[S:17]([N:16]([CH2:12][CH2:13][CH:14]1[CH2:15][O:9]1)[C:29]1[CH:34]=[CH:33][CH:32]=[CH:31][CH:30]=1)(=[O:19])=[O:18])([O-:28])=[O:27]. The yield is 0.969. (2) The reactants are [NH2:1][CH2:2][CH:3]([OH:5])[CH3:4].C(N(CC)CC)C.Cl[C:14](=[O:20])[C:15]([O:17][CH2:18][CH3:19])=[O:16]. The catalyst is C(Cl)Cl. The product is [OH:5][CH:3]([CH3:4])[CH2:2][NH:1][C:14](=[O:20])[C:15]([O:17][CH2:18][CH3:19])=[O:16]. The yield is 0.120. (3) The reactants are [CH3:1][O:2][C:3]1[CH:8]=[CH:7][C:6](B(O)O)=[CH:5][CH:4]=1.I[C:13]1[C:21]2[C:16](=[N:17][CH:18]=[N:19][C:20]=2[NH2:22])[N:15]([CH:23]([CH3:25])[CH3:24])[N:14]=1.C([O-])([O-])=O.[Na+].[Na+]. The catalyst is CCO.COCCOC.C1C=CC([P]([Pd]([P](C2C=CC=CC=2)(C2C=CC=CC=2)C2C=CC=CC=2)([P](C2C=CC=CC=2)(C2C=CC=CC=2)C2C=CC=CC=2)[P](C2C=CC=CC=2)(C2C=CC=CC=2)C2C=CC=CC=2)(C2C=CC=CC=2)C2C=CC=CC=2)=CC=1. The product is [CH:23]([N:15]1[C:16]2=[N:17][CH:18]=[N:19][C:20]([NH2:22])=[C:21]2[C:13]([C:6]2[CH:7]=[CH:8][C:3]([O:2][CH3:1])=[CH:4][CH:5]=2)=[N:14]1)([CH3:25])[CH3:24]. The yield is 0.160. (4) The reactants are C([Si]([O:8][CH2:9][CH2:10][CH2:11][CH2:12][CH2:13][CH:14]([C:25]1[CH:30]=[CH:29][CH:28]=[CH:27][C:26]=1[CH2:31][O:32][Si:33]([C:46]([CH3:49])([CH3:48])[CH3:47])([C:40]1[CH:45]=[CH:44][CH:43]=[CH:42][CH:41]=1)[C:34]1[CH:39]=[CH:38][CH:37]=[CH:36][CH:35]=1)[S:15]([C:18]1[CH:23]=[CH:22][C:21]([Cl:24])=[CH:20][CH:19]=1)(=[O:17])=[O:16])(C)C)(C)(C)C.O.C1(C)C=CC(S(O)(=O)=O)=CC=1.C(N(CC)CC)C. The catalyst is CO. The product is [Si:33]([O:32][CH2:31][C:26]1[CH:27]=[CH:28][CH:29]=[CH:30][C:25]=1[CH:14]([S:15]([C:18]1[CH:19]=[CH:20][C:21]([Cl:24])=[CH:22][CH:23]=1)(=[O:16])=[O:17])[CH2:13][CH2:12][CH2:11][CH2:10][CH2:9][OH:8])([C:46]([CH3:49])([CH3:47])[CH3:48])([C:40]1[CH:45]=[CH:44][CH:43]=[CH:42][CH:41]=1)[C:34]1[CH:35]=[CH:36][CH:37]=[CH:38][CH:39]=1. The yield is 0.830. (5) The reactants are [H-].[Na+].[C:3]1([CH2:9][C:10]#[N:11])[CH:8]=[CH:7][CH:6]=[CH:5][CH:4]=1.Br[CH2:13][CH2:14][CH2:15][CH2:16][CH2:17]Br.Cl. The catalyst is CS(C)=O.CS(C)=O.CCOCC.O. The product is [C:3]1([C:9]2([C:10]#[N:11])[CH2:17][CH2:16][CH2:15][CH2:14][CH2:13]2)[CH:8]=[CH:7][CH:6]=[CH:5][CH:4]=1. The yield is 0.658. (6) The reactants are [CH3:1][N:2]1[CH:6]=[C:5]([C:7]2[NH:36][C:10]3=[N:11][CH:12]=[CH:13][C:14]([C:15]4[CH:20]=[CH:19][C:18]([C:21]5([NH:24][C:25]([C:27]6[O:28][C:29]([C:32]([CH3:35])([CH3:34])[CH3:33])=[N:30][N:31]=6)=[O:26])[CH2:23][CH2:22]5)=[CH:17][CH:16]=4)=[C:9]3[N:8]=2)[CH:4]=[N:3]1.BrC1C=CN=C2NC(C3C=NN(C)C=3)=NC=12.[F:53]C1C=C(B2OC(C)(C)C(C)(C)O2)C=CC=1C(NC(C1OC(C(C)(C)C)=NN=1)=O)(C)C.P([O-])([O-])([O-])=O.[K+].[K+].[K+].C([O-])(=O)C.[Na+].C(#N)C. No catalyst specified. The product is [F:53][C:19]1[CH:20]=[C:15]([C:14]2[CH:13]=[CH:12][N:11]=[C:10]3[NH:36][C:7]([C:5]4[CH:4]=[N:3][N:2]([CH3:1])[CH:6]=4)=[N:8][C:9]=23)[CH:16]=[CH:17][C:18]=1[C:21]([NH:24][C:25]([C:27]1[O:28][C:29]([C:32]([CH3:35])([CH3:34])[CH3:33])=[N:30][N:31]=1)=[O:26])([CH3:23])[CH3:22]. The yield is 0.520. (7) The reactants are C(OP([CH2:9][S:10]([C:13]1[CH:18]=[CH:17][C:16]([F:19])=[CH:15][C:14]=1[F:20])(=[O:12])=[O:11])(=O)OCC)C.[CH3:21][NH:22][C:23]1[C:28]([CH:29]=O)=[CH:27][N:26]=[C:25]([S:31][CH3:32])[N:24]=1. No catalyst specified. The product is [F:20][C:14]1[CH:15]=[C:16]([F:19])[CH:17]=[CH:18][C:13]=1[S:10]([CH:9]=[CH:29][C:28]1[C:23]([NH:22][CH3:21])=[N:24][C:25]([S:31][CH3:32])=[N:26][CH:27]=1)(=[O:11])=[O:12]. The yield is 0.700.